This data is from Reaction yield outcomes from USPTO patents with 853,638 reactions. The task is: Predict the reaction yield, written as a fraction of the theoretical maximum amount of product (1.0 means a 100% yield; for example, 0.34 means a 34% yield). (1) The product is [CH3:1][N:2]1[C@@H:18]2[CH2:19][C:7]3[CH:8]=[CH:9][C:10]([O:21][CH3:22])=[C:11]4[O:12][C@H:13]5[C:14]([CH2:15][CH2:16][C@@H:17]2[C@:5]5([C:6]=34)[CH2:4][CH2:3]1)=[O:20]. The reactants are [CH3:1][N:2]1[C@@H:18]2[CH2:19][C:7]3[CH:8]=[CH:9][C:10]([O:21][CH3:22])=[C:11]4[O:12][C@H:13]5[C@@H:14]([OH:20])[CH:15]=[CH:16][C@@H:17]2[C@:5]5([C:6]=34)[CH2:4][CH2:3]1. The catalyst is CCO. The yield is 0.700. (2) The reactants are CC([N:5]([CH2:9][C:10]1[CH:15]=[CH:14][CH:13]=[C:12]([CH2:16][N:17]2[C:25]3[C:20](=[C:21]([CH2:26][OH:27])[CH:22]=[CH:23][CH:24]=3)[C:19]([N:28]([S:38]([C:41]3[S:42][C:43]([Cl:46])=[CH:44][CH:45]=3)(=[O:40])=[O:39])[S:29]([C:32]3[S:33][C:34]([Cl:37])=[CH:35][CH:36]=3)(=[O:31])=[O:30])=[N:18]2)[CH:11]=1)C(=O)[O-])(C)C.FC(F)(F)C(O)=O. The catalyst is ClCCl. The product is [NH2:5][CH2:9][C:10]1[CH:11]=[C:12]([CH2:16][N:17]2[C:25]3[C:20](=[C:21]([CH2:26][OH:27])[CH:22]=[CH:23][CH:24]=3)[C:19]([N:28]([S:38]([C:41]3[S:42][C:43]([Cl:46])=[CH:44][CH:45]=3)(=[O:40])=[O:39])[S:29]([C:32]3[S:33][C:34]([Cl:37])=[CH:35][CH:36]=3)(=[O:31])=[O:30])=[N:18]2)[CH:13]=[CH:14][CH:15]=1. The yield is 0.660. (3) The reactants are [C:1]([O:5][C:6]([NH:8][C@@H:9]([CH2:13][C:14]1[CH2:18][CH2:17][CH2:16][CH:15]=1)[C:10]([OH:12])=O)=[O:7])([CH3:4])([CH3:3])[CH3:2].ClC(OCC)=O.CN1CCOCC1.Cl.[CH3:33][NH:34][O:35][CH3:36]. The catalyst is C(Cl)Cl.C1COCC1.C(Cl)Cl. The product is [C:14]1([CH2:13][C@H:9]([NH:8][C:6](=[O:7])[O:5][C:1]([CH3:2])([CH3:3])[CH3:4])[C:10]([N:34]([O:35][CH3:36])[CH3:33])=[O:12])[CH2:18][CH2:17][CH2:16][CH:15]=1. The yield is 0.930. (4) The reactants are [CH2:1]([O:3][C:4]1[CH:21]=[CH:20][C:7]([O:8][C:9]2[CH:10]=[C:11]([CH:17]=[CH:18][CH:19]=2)[C:12]([O:14]CC)=[O:13])=[CH:6][CH:5]=1)[CH3:2].[OH-].[Na+].Cl. The catalyst is C1COCC1.CO. The product is [CH2:1]([O:3][C:4]1[CH:21]=[CH:20][C:7]([O:8][C:9]2[CH:10]=[C:11]([CH:17]=[CH:18][CH:19]=2)[C:12]([OH:14])=[O:13])=[CH:6][CH:5]=1)[CH3:2]. The yield is 0.760. (5) The reactants are [Si]([O:8][CH2:9][CH2:10][CH2:11][C@@H:12]1[N:17]([S:18]([C:21]2[CH:26]=[CH:25][CH:24]=[CH:23][CH:22]=2)(=[O:20])=[O:19])[CH2:16][CH2:15][N:14]([C:27]([O:29][CH2:30][C:31]2[CH:36]=[CH:35][CH:34]=[CH:33][CH:32]=2)=[O:28])[CH2:13]1)(C(C)(C)C)(C)C.CCCC[N+](CCCC)(CCCC)CCCC.[F-]. The catalyst is C1COCC1.CCOC(C)=O. The product is [OH:8][CH2:9][CH2:10][CH2:11][C@@H:12]1[N:17]([S:18]([C:21]2[CH:26]=[CH:25][CH:24]=[CH:23][CH:22]=2)(=[O:20])=[O:19])[CH2:16][CH2:15][N:14]([C:27]([O:29][CH2:30][C:31]2[CH:36]=[CH:35][CH:34]=[CH:33][CH:32]=2)=[O:28])[CH2:13]1. The yield is 1.00. (6) The reactants are [NH2:1][CH:2]([C:6]1[CH:11]=[CH:10][C:9]([O:12][CH3:13])=[CH:8][CH:7]=1)[C:3]([OH:5])=[O:4].[OH-].[Na+].[C:16](O[C:16]([O:18][C:19]([CH3:22])([CH3:21])[CH3:20])=[O:17])([O:18][C:19]([CH3:22])([CH3:21])[CH3:20])=[O:17]. The catalyst is C1COCC1.O. The product is [C:19]([O:18][C:16]([NH:1][CH:2]([C:6]1[CH:11]=[CH:10][C:9]([O:12][CH3:13])=[CH:8][CH:7]=1)[C:3]([OH:5])=[O:4])=[O:17])([CH3:22])([CH3:21])[CH3:20]. The yield is 0.770.